This data is from Catalyst prediction with 721,799 reactions and 888 catalyst types from USPTO. The task is: Predict which catalyst facilitates the given reaction. (1) Reactant: C[N+]1([O-])CC[O:5]CC1.Cl[CH2:10][C:11]1[N:12]=[C:13]([C:16]2[CH:21]=[CH:20][C:19]([O:22][CH2:23][CH3:24])=[C:18]([O:25][CH2:26][CH3:27])[CH:17]=2)[S:14][CH:15]=1. Product: [CH2:26]([O:25][C:18]1[CH:17]=[C:16]([C:13]2[S:14][CH:15]=[C:11]([CH:10]=[O:5])[N:12]=2)[CH:21]=[CH:20][C:19]=1[O:22][CH2:23][CH3:24])[CH3:27]. The catalyst class is: 10. (2) Reactant: [F:1][C:2]1[C:42]([F:43])=[CH:41][C:5]2[N:6]=[C:7]([S:9][CH2:10][CH2:11][N:12]3[CH2:17][CH2:16][N:15]([CH2:18][C:19]([NH:21][C:22]4[C:23]([O:35][CH2:36][C:37]([F:40])([F:39])[F:38])=[N:24][C:25]([CH3:34])=[CH:26][C:27]=4[O:28][CH2:29][C:30]([F:33])([F:32])[F:31])=[O:20])[CH2:14][CH2:13]3)[NH:8][C:4]=2[CH:3]=1.[ClH:44].N1C=CC=CC=1. Product: [ClH:44].[F:1][C:2]1[C:42]([F:43])=[CH:41][C:5]2[N:6]=[C:7]([S:9][CH2:10][CH2:11][N:12]3[CH2:13][CH2:14][N:15]([CH2:18][C:19]([NH:21][C:22]4[C:23]([O:35][CH2:36][C:37]([F:38])([F:39])[F:40])=[N:24][C:25]([CH3:34])=[CH:26][C:27]=4[O:28][CH2:29][C:30]([F:33])([F:32])[F:31])=[O:20])[CH2:16][CH2:17]3)[NH:8][C:4]=2[CH:3]=1. The catalyst class is: 8. (3) The catalyst class is: 194. Reactant: [CH:1]1([CH2:4][O:5][C:6]2[N:11]=[C:10]([C:12]([OH:14])=O)[CH:9]=[CH:8][C:7]=2[N:15]2[CH2:18][C:17]([F:20])([F:19])[CH2:16]2)[CH2:3][CH2:2]1.[NH2:21][CH:22]([CH:26]1[CH2:28][CH2:27]1)[C:23]([NH2:25])=[O:24].CO. Product: [C:23]([CH:22]([NH:21][C:12]([C:10]1[CH:9]=[CH:8][C:7]([N:15]2[CH2:18][C:17]([F:20])([F:19])[CH2:16]2)=[C:6]([O:5][CH2:4][CH:1]2[CH2:2][CH2:3]2)[N:11]=1)=[O:14])[CH:26]1[CH2:28][CH2:27]1)(=[O:24])[NH2:25]. (4) Reactant: [CH3:1][C:2]1[N:36]=[C:5]2[N:6]([CH:29]3[CH2:34][CH2:33][C:32](=[O:35])[CH2:31][CH2:30]3)[C:7](=[O:28])[C:8]([CH2:13][C:14]3[CH:19]=[CH:18][C:17]([C:20]4[C:21]([C:26]#[N:27])=[CH:22][CH:23]=[CH:24][CH:25]=4)=[CH:16][CH:15]=3)=[C:9]([CH2:10][CH2:11][CH3:12])[N:4]2[N:3]=1.CO.[BH4-].[Na+]. Product: [OH:35][CH:32]1[CH2:33][CH2:34][CH:29]([N:6]2[C:7](=[O:28])[C:8]([CH2:13][C:14]3[CH:19]=[CH:18][C:17]([C:20]4[C:21]([C:26]#[N:27])=[CH:22][CH:23]=[CH:24][CH:25]=4)=[CH:16][CH:15]=3)=[C:9]([CH2:10][CH2:11][CH3:12])[N:4]3[N:3]=[C:2]([CH3:1])[N:36]=[C:5]23)[CH2:30][CH2:31]1. The catalyst class is: 7. (5) Reactant: [Br:1][C:2]1[CH:11]=[C:10]2[C:5]([CH:6]=[C:7]([CH2:12][CH2:13][OH:14])[N:8]=[CH:9]2)=[CH:4][CH:3]=1.[S:15](Cl)([C:18]1[CH:24]=[CH:23][C:21]([CH3:22])=[CH:20][CH:19]=1)(=[O:17])=[O:16].C(N(CC)CC)C.O. Product: [CH3:22][C:21]1[CH:23]=[CH:24][C:18]([S:15]([O:14][CH2:13][CH2:12][C:7]2[N:8]=[CH:9][C:10]3[C:5]([CH:6]=2)=[CH:4][CH:3]=[C:2]([Br:1])[CH:11]=3)(=[O:17])=[O:16])=[CH:19][CH:20]=1. The catalyst class is: 166. (6) Reactant: [OH:1][C@@H:2]([C@H:4]1[C:10](=[O:11])[N:9]2[C@@H:5]1[CH2:6][C:7]([C:15]1[CH:20]=[CH:19][C:18]([N:21]3[CH2:25][CH2:24][O:23][C:22]3=[O:26])=[CH:17][CH:16]=1)=[C:8]2[C:12]([O-:14])=[O:13])[CH3:3].[Na+].[C:28]([O:34][CH2:35]I)(=[O:33])[C:29]([CH3:32])([CH3:31])[CH3:30]. Product: [OH:1][C@@H:2]([C@H:4]1[C:10](=[O:11])[N:9]2[C@@H:5]1[CH2:6][C:7]([C:15]1[CH:20]=[CH:19][C:18]([N:21]3[CH2:25][CH2:24][O:23][C:22]3=[O:26])=[CH:17][CH:16]=1)=[C:8]2[C:12]([O:14][CH2:35][O:34][C:28](=[O:33])[C:29]([CH3:32])([CH3:31])[CH3:30])=[O:13])[CH3:3]. The catalyst class is: 39. (7) Reactant: C(OC(=O)[NH:7][CH2:8][CH2:9][CH2:10][C:11]#[C:12][C:13]1[C:21]2[C:20]([Cl:22])=[N:19][C:18]([NH2:23])=[N:17][C:16]=2[N:15]([CH2:24][C:25]2[C:30]([CH3:31])=[C:29]([O:32][CH3:33])[C:28]([CH3:34])=[CH:27][N:26]=2)[CH:14]=1)(C)(C)C.C(O)(C(F)(F)F)=O. Product: [NH2:7][CH2:8][CH2:9][CH2:10][C:11]#[C:12][C:13]1[C:21]2[C:20]([Cl:22])=[N:19][C:18]([NH2:23])=[N:17][C:16]=2[N:15]([CH2:24][C:25]2[C:30]([CH3:31])=[C:29]([O:32][CH3:33])[C:28]([CH3:34])=[CH:27][N:26]=2)[CH:14]=1. The catalyst class is: 2. (8) Reactant: C1C=CC2N(O)[N:8]=[N:7]C=2C=1.CCN=C=NCCCN(C)C.[Cl:22][C:23]1[CH:24]=[C:25]([CH:29]=[CH:30][N:31]=1)[C:26](O)=[O:27].O.NN. Product: [Cl:22][C:23]1[CH:24]=[C:25]([CH:29]=[CH:30][N:31]=1)[C:26]([NH:7][NH2:8])=[O:27]. The catalyst class is: 10. (9) Product: [N:13]1[CH:12]=[N:11][N:9]2[CH:10]=[C:5]([C:3]([OH:4])=[O:2])[CH:6]=[CH:7][C:8]=12. The catalyst class is: 20. Reactant: C[O:2][C:3]([C:5]1[CH:6]=[CH:7][C:8]2[N:9]([N:11]=[CH:12][N:13]=2)[CH:10]=1)=[O:4].[OH-].[K+].Cl.